Dataset: Peptide-MHC class I binding affinity with 185,985 pairs from IEDB/IMGT. Task: Regression. Given a peptide amino acid sequence and an MHC pseudo amino acid sequence, predict their binding affinity value. This is MHC class I binding data. (1) The binding affinity (normalized) is 0.439. The peptide sequence is AMVPLVMVI. The MHC is HLA-A02:01 with pseudo-sequence HLA-A02:01. (2) The binding affinity (normalized) is 0.0580. The peptide sequence is DIDLLFNEKL. The MHC is HLA-A02:03 with pseudo-sequence HLA-A02:03. (3) The peptide sequence is ALYEENALK. The MHC is HLA-B46:01 with pseudo-sequence HLA-B46:01. The binding affinity (normalized) is 0.0847. (4) The peptide sequence is LEFEALGFM. The MHC is HLA-B44:03 with pseudo-sequence HLA-B44:03. The binding affinity (normalized) is 0.398. (5) The peptide sequence is EVQLVESGGGL. The MHC is HLA-A02:02 with pseudo-sequence HLA-A02:02. The binding affinity (normalized) is 0.0179. (6) The peptide sequence is EIKDRILSY. The MHC is HLA-A25:01 with pseudo-sequence HLA-A25:01. The binding affinity (normalized) is 0.655. (7) The peptide sequence is ESMASLKSLY. The MHC is HLA-A11:01 with pseudo-sequence HLA-A11:01. The binding affinity (normalized) is 0.561. (8) The peptide sequence is SPVTVKNVF. The MHC is HLA-A29:02 with pseudo-sequence HLA-A29:02. The binding affinity (normalized) is 0.613. (9) The peptide sequence is RVAAVKAPR. The MHC is HLA-A33:01 with pseudo-sequence HLA-A33:01. The binding affinity (normalized) is 0.389.